Dataset: NCI-60 drug combinations with 297,098 pairs across 59 cell lines. Task: Regression. Given two drug SMILES strings and cell line genomic features, predict the synergy score measuring deviation from expected non-interaction effect. (1) Drug 2: COC1=CC(=CC(=C1O)OC)C2C3C(COC3=O)C(C4=CC5=C(C=C24)OCO5)OC6C(C(C7C(O6)COC(O7)C8=CC=CS8)O)O. Cell line: K-562. Synergy scores: CSS=42.1, Synergy_ZIP=-7.51, Synergy_Bliss=-7.10, Synergy_Loewe=-34.9, Synergy_HSA=-6.08. Drug 1: C1CCC(C1)C(CC#N)N2C=C(C=N2)C3=C4C=CNC4=NC=N3. (2) Drug 1: CC1=CC=C(C=C1)C2=CC(=NN2C3=CC=C(C=C3)S(=O)(=O)N)C(F)(F)F. Drug 2: CN1C(=O)N2C=NC(=C2N=N1)C(=O)N. Cell line: CCRF-CEM. Synergy scores: CSS=28.9, Synergy_ZIP=-4.07, Synergy_Bliss=3.17, Synergy_Loewe=5.58, Synergy_HSA=6.49.